This data is from Full USPTO retrosynthesis dataset with 1.9M reactions from patents (1976-2016). The task is: Predict the reactants needed to synthesize the given product. (1) The reactants are: [CH2:1]([C:6]1[CH:7]=[C:8]2[C:13](=[C:14]([O:16][CH:17]3[CH2:22][CH2:21][NH:20][CH2:19][CH2:18]3)[CH:15]=1)[N:12]=[CH:11][CH:10]=[CH:9]2)[CH2:2][CH2:3][CH2:4][CH3:5].C(=O)([O-])[O-].[K+].[K+].Br[CH2:30][CH2:31][CH2:32][C:33]([O:35][CH2:36][CH3:37])=[O:34]. Given the product [CH2:1]([C:6]1[CH:7]=[C:8]2[C:13](=[C:14]([O:16][CH:17]3[CH2:22][CH2:21][N:20]([CH2:30][CH2:31][CH2:32][C:33]([O:35][CH2:36][CH3:37])=[O:34])[CH2:19][CH2:18]3)[CH:15]=1)[N:12]=[CH:11][CH:10]=[CH:9]2)[CH2:2][CH2:3][CH2:4][CH3:5], predict the reactants needed to synthesize it. (2) Given the product [Cl:1][C:2]1[N:7]=[C:6]([C:20]#[C:19][C:18]([CH3:22])([CH3:21])[CH3:17])[C:5]([NH2:9])=[CH:4][CH:3]=1, predict the reactants needed to synthesize it. The reactants are: [Cl:1][C:2]1[N:7]=[C:6](I)[C:5]([NH2:9])=[CH:4][CH:3]=1.CCN(CC)CC.[CH3:17][C:18]([CH3:22])([CH3:21])[C:19]#[CH:20].N#N. (3) Given the product [F:18][C:16]1([CH2:19][N:20]([CH3:22])[CH3:21])[CH2:17][NH:14][CH2:15]1, predict the reactants needed to synthesize it. The reactants are: C([N:14]1[CH2:17][C:16]([CH2:19][N:20]([CH3:22])[CH3:21])([F:18])[CH2:15]1)(C1C=CC=CC=1)C1C=CC=CC=1. (4) Given the product [ClH:24].[C:21]([C:17]1[CH:16]=[C:15]([C:14]([N:11]2[CH2:12][CH2:13][NH:8][CH2:9][CH2:10]2)=[O:23])[CH:20]=[CH:19][CH:18]=1)#[N:22], predict the reactants needed to synthesize it. The reactants are: C(OC([N:8]1[CH2:13][CH2:12][N:11]([C:14](=[O:23])[C:15]2[CH:20]=[CH:19][CH:18]=[C:17]([C:21]#[N:22])[CH:16]=2)[CH2:10][CH2:9]1)=O)(C)(C)C.[ClH:24]. (5) The reactants are: [C:1]([NH:4][NH:5][C:6]([O:8][C:9]([CH3:12])([CH3:11])[CH3:10])=[O:7])(=[NH:3])[CH3:2].Br[CH2:14][C:15]([C:17]1[CH:22]=[CH:21][CH:20]=[CH:19][C:18]=1[F:23])=O.C(N(CC)C(C)C)(C)C. Given the product [C:9]([O:8][C:6](=[O:7])[NH:5][N:4]1[CH:14]=[C:15]([C:17]2[CH:22]=[CH:21][CH:20]=[CH:19][C:18]=2[F:23])[N:3]=[C:1]1[CH3:2])([CH3:12])([CH3:11])[CH3:10], predict the reactants needed to synthesize it. (6) Given the product [CH:48]1([NH:47][C:46](=[O:51])[C:44]2[CH:45]=[C:40]([C:17]3[CH:18]=[C:19]4[C:14](=[CH:15][CH:16]=3)[C:13](=[O:54])[N:12]([CH2:11][C:10]([CH3:56])([CH3:55])[CH2:9][OH:8])[CH:21]=[C:20]4[S:22]([N:25]3[CH2:30][CH2:29][N:28]4[C:31](=[O:32])[O:33][CH2:38][C@H:27]4[CH2:26]3)(=[O:24])=[O:23])[C:41]([CH3:53])=[C:42]([F:52])[CH:43]=2)[CH2:49][CH2:50]1, predict the reactants needed to synthesize it. The reactants are: [Si]([O:8][CH2:9][C:10]([CH3:56])([CH3:55])[CH2:11][N:12]1[CH:21]=[C:20]([S:22]([N:25]2[CH2:30][CH2:29][N:28]([C:31]([O:33]C(C)(C)C)=[O:32])[C@@H:27]([CH2:38]O)[CH2:26]2)(=[O:24])=[O:23])[C:19]2[C:14](=[CH:15][CH:16]=[C:17]([C:40]3[CH:45]=[C:44]([C:46](=[O:51])[NH:47][CH:48]4[CH2:50][CH2:49]4)[CH:43]=[C:42]([F:52])[C:41]=3[CH3:53])[CH:18]=2)[C:13]1=[O:54])(C(C)(C)C)(C)C.FC(F)(F)C(O)=O.